This data is from Full USPTO retrosynthesis dataset with 1.9M reactions from patents (1976-2016). The task is: Predict the reactants needed to synthesize the given product. (1) Given the product [Br:3][C:4]1[CH:5]=[C:6]([NH:12][C:13]2[CH:22]=[C:21]([O:23][CH3:24])[CH:20]=[CH:19][C:14]=2[C:15]([OH:17])=[O:16])[CH:7]=[CH:8][C:9]=1[O:10][CH3:11], predict the reactants needed to synthesize it. The reactants are: [Li+].[OH-].[Br:3][C:4]1[CH:5]=[C:6]([NH:12][C:13]2[CH:22]=[C:21]([O:23][CH3:24])[CH:20]=[CH:19][C:14]=2[C:15]([O:17]C)=[O:16])[CH:7]=[CH:8][C:9]=1[O:10][CH3:11]. (2) Given the product [CH3:1][O:2][C:3]1[C:31]([O:32][CH3:33])=[CH:30][C:6]2[S:7][C:8]([C:10]3[N:14]4[N:15]=[C:16]([N:19]([C:20]5[CH:25]=[CH:24][C:23]([O:26][CH3:27])=[C:22]([O:28][CH3:29])[CH:21]=5)[CH3:37])[CH:17]=[CH:18][C:13]4=[N:12][CH:11]=3)=[CH:9][C:5]=2[CH:4]=1, predict the reactants needed to synthesize it. The reactants are: [CH3:1][O:2][C:3]1[C:31]([O:32][CH3:33])=[CH:30][C:6]2[S:7][C:8]([C:10]3[N:14]4[N:15]=[C:16]([NH:19][C:20]5[CH:25]=[CH:24][C:23]([O:26][CH3:27])=[C:22]([O:28][CH3:29])[CH:21]=5)[CH:17]=[CH:18][C:13]4=[N:12][CH:11]=3)=[CH:9][C:5]=2[CH:4]=1.[H-].[Na+].I[CH3:37]. (3) Given the product [OH:2][NH:1][C:19]([C:11]1[O:10][C:18]2[CH:17]=[CH:16][N:15]=[CH:14][C:13]=2[CH:12]=1)=[NH:20], predict the reactants needed to synthesize it. The reactants are: [NH2:1][OH:2].Cl.C([O-])([O-])=O.[K+].[K+].[O:10]1[C:18]2[CH:17]=[CH:16][N:15]=[CH:14][C:13]=2[CH:12]=[C:11]1[C:19]#[N:20]. (4) Given the product [C:16]([C:20]1[CH:21]=[C:22]([NH2:25])[N:23]([C:2]2[CH:3]=[N:4][N:5]([CH2:7][CH2:8][O:9][CH:10]3[CH2:15][CH2:14][CH2:13][CH2:12][O:11]3)[CH:6]=2)[N:24]=1)([CH3:19])([CH3:18])[CH3:17], predict the reactants needed to synthesize it. The reactants are: I[C:2]1[CH:3]=[N:4][N:5]([CH2:7][CH2:8][O:9][CH:10]2[CH2:15][CH2:14][CH2:13][CH2:12][O:11]2)[CH:6]=1.[C:16]([C:20]1[CH:21]=[C:22]([NH2:25])[NH:23][N:24]=1)([CH3:19])([CH3:18])[CH3:17].C([O-])([O-])=O.[K+].[K+].CN(C)[C@@H]1CCCC[C@H]1N.